From a dataset of Full USPTO retrosynthesis dataset with 1.9M reactions from patents (1976-2016). Predict the reactants needed to synthesize the given product. (1) Given the product [CH2:18]([C:2]1[CH:3]=[C:4]([C:8]2[S:12][C:11]([C:13]([O:15][CH2:16][CH3:17])=[O:14])=[CH:10][CH:9]=2)[N:5]=[N:6][CH:7]=1)[CH3:19], predict the reactants needed to synthesize it. The reactants are: Cl[C:2]1[CH:3]=[C:4]([C:8]2[S:12][C:11]([C:13]([O:15][CH2:16][CH3:17])=[O:14])=[CH:10][CH:9]=2)[N:5]=[N:6][CH:7]=1.[CH2:18]([Zn]CC)[CH3:19].CCOC(C)=O.C(Cl)Cl. (2) Given the product [Br:1][C:2]1[CH:3]=[CH:4][C:5]2[C:6]([CH3:14])([CH3:13])[CH2:7][CH:8]=[C:9]([S:17][CH2:15][CH3:16])[C:10]=2[CH:11]=1, predict the reactants needed to synthesize it. The reactants are: [Br:1][C:2]1[CH:11]=[C:10]2[C:5]([C:6]([CH3:14])([CH3:13])[CH2:7][CH2:8][C:9]2=O)=[CH:4][CH:3]=1.[CH2:15]([SH:17])[CH3:16].C(N(CC)CC)C.